This data is from Peptide-MHC class II binding affinity with 134,281 pairs from IEDB. The task is: Regression. Given a peptide amino acid sequence and an MHC pseudo amino acid sequence, predict their binding affinity value. This is MHC class II binding data. (1) The peptide sequence is ECGGILQAYDLRDAP. The MHC is HLA-DPA10103-DPB10301 with pseudo-sequence HLA-DPA10103-DPB10301. The binding affinity (normalized) is 0.245. (2) The peptide sequence is ADKFLANVSTVLTGK. The MHC is DRB1_0404 with pseudo-sequence DRB1_0404. The binding affinity (normalized) is 0.586.